From a dataset of Full USPTO retrosynthesis dataset with 1.9M reactions from patents (1976-2016). Predict the reactants needed to synthesize the given product. (1) Given the product [OH:29][CH:27]([CH3:28])[CH2:26][CH2:25][NH:24][C:19](=[O:21])[C:18]1[CH:22]=[CH:23][C:15]([O:14][CH2:13][C:3]2[C:4]([C:7]3[CH:8]=[CH:9][CH:10]=[CH:11][CH:12]=3)=[N:5][O:6][C:2]=2[CH3:1])=[N:16][CH:17]=1, predict the reactants needed to synthesize it. The reactants are: [CH3:1][C:2]1[O:6][N:5]=[C:4]([C:7]2[CH:12]=[CH:11][CH:10]=[CH:9][CH:8]=2)[C:3]=1[CH2:13][O:14][C:15]1[CH:23]=[CH:22][C:18]([C:19]([OH:21])=O)=[CH:17][N:16]=1.[NH2:24][CH2:25][CH2:26][CH:27]([OH:29])[CH3:28]. (2) Given the product [CH3:3][CH:2]([C:4]1[C:12]2[CH2:11][CH2:10][CH2:9][CH2:8][C:7]=2[N:6]([CH2:13][C:14]2[CH:22]=[CH:21][C:17]([C:18]([N:23]3[CH2:27][CH2:26][CH2:25][CH2:24]3)=[O:20])=[CH:16][CH:15]=2)[N:5]=1)[CH3:1], predict the reactants needed to synthesize it. The reactants are: [CH3:1][CH:2]([C:4]1[C:12]2[CH2:11][CH2:10][CH2:9][CH2:8][C:7]=2[N:6]([CH2:13][C:14]2[CH:22]=[CH:21][C:17]([C:18]([OH:20])=O)=[CH:16][CH:15]=2)[N:5]=1)[CH3:3].[NH:23]1[CH2:27][CH2:26][CH2:25][CH2:24]1.CCN=C=NCCCN(C)C.C1C=CC2N(O)N=NC=2C=1.CCN(C(C)C)C(C)C. (3) Given the product [C:1]([C:5]1[N:10]=[C:9]([N:11]2[CH2:12][CH2:13][N:14]([CH2:17][C@@H:18]([CH3:24])[CH2:19][OH:20])[CH2:15][CH2:16]2)[CH:8]=[C:7]([CH:25]2[CH2:28][CH2:27][CH2:26]2)[N:6]=1)([CH3:2])([CH3:3])[CH3:4], predict the reactants needed to synthesize it. The reactants are: [C:1]([C:5]1[N:10]=[C:9]([N:11]2[CH2:16][CH2:15][N:14]([CH2:17][C@@H:18]([CH3:24])[CH2:19][O:20]C(=O)C)[CH2:13][CH2:12]2)[CH:8]=[C:7]([CH:25]2[CH2:28][CH2:27][CH2:26]2)[N:6]=1)([CH3:4])([CH3:3])[CH3:2].[OH-].[Na+].ClCCl. (4) Given the product [CH3:39][N:36]1[C:37]([CH3:38])=[C:33]([C:9]2[CH:10]=[C:11]3[C:15](=[CH:16][CH:17]=2)[N:14]([C:18]([O:20][C:21]([CH3:22])([CH3:23])[CH3:24])=[O:19])[CH2:13][CH2:12]3)[CH:34]=[N:35]1, predict the reactants needed to synthesize it. The reactants are: CC1(C)C(C)(C)OB([C:9]2[CH:10]=[C:11]3[C:15](=[CH:16][CH:17]=2)[N:14]([C:18]([O:20][C:21]([CH3:24])([CH3:23])[CH3:22])=[O:19])[CH2:13][CH2:12]3)O1.C([O-])([O-])=O.[K+].[K+].Br[C:33]1[CH:34]=[N:35][N:36]([CH3:39])[C:37]=1[CH3:38]. (5) The reactants are: [Cl:1][C:2]1[C:27]([C:28]2([C:31]#[N:32])[CH2:30][CH2:29]2)=[CH:26][CH:25]=[CH:24][C:3]=1[C:4]([NH:6][C:7]1[CH:12]=[C:11]([O:13][C:14]2[CH:19]=[CH:18][C:17]([N+:20]([O-])=O)=[CH:16][N:15]=2)[CH:10]=[CH:9][C:8]=1[F:23])=[O:5].[Cl-].[Ca+2].[Cl-].[OH-].[Na+]. Given the product [NH2:20][C:17]1[CH:18]=[CH:19][C:14]([O:13][C:11]2[CH:10]=[CH:9][C:8]([F:23])=[C:7]([NH:6][C:4](=[O:5])[C:3]3[CH:24]=[CH:25][CH:26]=[C:27]([C:28]4([C:31]#[N:32])[CH2:29][CH2:30]4)[C:2]=3[Cl:1])[CH:12]=2)=[N:15][CH:16]=1, predict the reactants needed to synthesize it. (6) Given the product [CH2:33]([N:7]1[CH2:6][CH2:5][N:4]([C:8]([O:10][CH2:11][C:12]2[CH:17]=[CH:16][CH:15]=[CH:14][CH:13]=2)=[O:9])[CH2:3][C:2]1=[O:1])[C:34]1[CH:39]=[CH:38][CH:37]=[CH:36][CH:35]=1, predict the reactants needed to synthesize it. The reactants are: [O:1]=[C:2]1[NH:7][CH2:6][CH2:5][N:4]([C:8]([O:10][CH2:11][C:12]2[CH:17]=[CH:16][CH:15]=[CH:14][CH:13]=2)=[O:9])[CH2:3]1.C[Si]([N-][Si](C)(C)C)(C)C.[Li+].C1COCC1.[CH2:33](Br)[C:34]1[CH:39]=[CH:38][CH:37]=[CH:36][CH:35]=1. (7) Given the product [O:1]1[CH:5]=[CH:4][CH:3]=[C:2]1[C:6]1[O:7][C:8]([CH3:25])=[C:9]([CH2:11][O:12][C:13]2[CH:20]=[CH:19][C:16]([CH2:17][OH:18])=[CH:15][C:14]=2[O:21][CH2:22][O:23][CH3:24])[N:10]=1, predict the reactants needed to synthesize it. The reactants are: [O:1]1[CH:5]=[CH:4][CH:3]=[C:2]1[C:6]1[O:7][C:8]([CH3:25])=[C:9]([CH2:11][O:12][C:13]2[CH:20]=[CH:19][C:16]([CH:17]=[O:18])=[CH:15][C:14]=2[O:21][CH2:22][O:23][CH3:24])[N:10]=1.C(O)C.[BH4-].[Na+].O. (8) Given the product [Cl:1][C:2]1[C:7]([O:8][CH3:9])=[CH:6][C:5]([CH:23]=[O:24])=[C:4]([OH:10])[CH:3]=1, predict the reactants needed to synthesize it. The reactants are: [Cl:1][C:2]1[CH:3]=[C:4]([OH:10])[CH:5]=[CH:6][C:7]=1[O:8][CH3:9].C1N2CN3CN(C2)CN1C3.FC(F)(F)[C:23](O)=[O:24].